This data is from Forward reaction prediction with 1.9M reactions from USPTO patents (1976-2016). The task is: Predict the product of the given reaction. (1) The product is: [Br:1][C:2]1[C:10]2[CH:9]=[N:8][C:7]([NH:26][CH:27]([CH2:29][CH2:30][CH3:31])[CH3:28])=[N:6][C:5]=2[N:4]([C@H:12]2[CH2:17][CH2:16][C@H:15]([O:18][Si:19]([C:22]([CH3:25])([CH3:24])[CH3:23])([CH3:21])[CH3:20])[CH2:14][CH2:13]2)[CH:3]=1. Given the reactants [Br:1][C:2]1[C:10]2[CH:9]=[N:8][C:7](Cl)=[N:6][C:5]=2[N:4]([C@H:12]2[CH2:17][CH2:16][C@H:15]([O:18][Si:19]([C:22]([CH3:25])([CH3:24])[CH3:23])([CH3:21])[CH3:20])[CH2:14][CH2:13]2)[CH:3]=1.[NH2:26][CH:27]([CH2:29][CH2:30][CH3:31])[CH3:28].C(N(C(C)C)CC)(C)C, predict the reaction product. (2) Given the reactants [CH3:1][C:2]([O:5][C:6]([N:8]1[CH2:13][CH2:12][CH2:11][CH2:10][C@H:9]1[C:14]([OH:16])=O)=[O:7])([CH3:4])[CH3:3].CN(C(ON1N=NC2C=CC=NC1=2)=[N+](C)C)C.F[P-](F)(F)(F)(F)F.CCN(C(C)C)C(C)C.FC(F)(F)C(O)=O.[NH2:57][C@@H:58]([CH2:65][CH:66]([CH3:68])[CH3:67])/[CH:59]=[CH:60]/[C:61]([O:63][CH3:64])=[O:62], predict the reaction product. The product is: [CH3:64][O:63][C:61](=[O:62])/[CH:60]=[CH:59]/[C@@H:58]([NH:57][C:14]([C@@H:9]1[CH2:10][CH2:11][CH2:12][CH2:13][N:8]1[C:6]([O:5][C:2]([CH3:1])([CH3:3])[CH3:4])=[O:7])=[O:16])[CH2:65][CH:66]([CH3:68])[CH3:67]. (3) Given the reactants [CH3:1][C:2]([CH3:9])([CH3:8])[C:3](=O)[CH2:4][C:5]#[N:6].Cl.Cl.[NH:12]([CH2:14][CH2:15][CH2:16][OH:17])[NH2:13].Cl, predict the reaction product. The product is: [NH2:6][C:5]1[N:12]([CH2:14][CH2:15][CH2:16][OH:17])[N:13]=[C:3]([C:2]([CH3:9])([CH3:8])[CH3:1])[CH:4]=1. (4) Given the reactants [F:1][C:2]1[CH:7]=[CH:6][C:5]([C:8]2[C:17]3[C:12](=[CH:13][CH:14]=[C:15](OS(C(F)(F)F)(=O)=O)[CH:16]=3)[C:11](=[O:26])[N:10]([CH2:27][CH:28]([CH3:30])[CH3:29])[C:9]=2[CH2:31][NH:32][C:33](=[O:39])[O:34][C:35]([CH3:38])([CH3:37])[CH3:36])=[CH:4][CH:3]=1.[C:40]([O:44][CH2:45][CH2:46][CH2:47][CH3:48])(=[O:43])[CH:41]=[CH2:42].C(=O)([O-])O.[Na+].O, predict the reaction product. The product is: [C:35]([O:34][C:33]([NH:32][CH2:31][C:9]1[N:10]([CH2:27][CH:28]([CH3:30])[CH3:29])[C:11](=[O:26])[C:12]2[C:17]([C:8]=1[C:5]1[CH:6]=[CH:7][C:2]([F:1])=[CH:3][CH:4]=1)=[CH:16][C:15](/[CH:42]=[CH:41]/[C:40]([O:44][CH2:45][CH2:46][CH2:47][CH3:48])=[O:43])=[CH:14][CH:13]=2)=[O:39])([CH3:37])([CH3:36])[CH3:38]. (5) Given the reactants [CH2:1]([P:3]([O-:9])[O:4][CH2:5][CH2:6][CH2:7][CH3:8])[CH3:2].[C:10](#[N:13])[CH:11]=[CH2:12].[O-]CCCC.[Na+], predict the reaction product. The product is: [CH2:1]([P:3]([CH2:12][CH2:11][C:10]#[N:13])(=[O:9])[O:4][CH2:5][CH2:6][CH2:7][CH3:8])[CH3:2]. (6) Given the reactants [F:1][C:2]([F:45])([F:44])[C:3]1[CH:8]=[CH:7][C:6]([C:9]2[CH2:14][CH2:13][CH2:12][CH2:11][C:10]=2[C:15]([NH:17][C:18]2[CH:19]=[C:20]3[C:25](=[CH:26][CH:27]=2)[CH2:24][N:23]([CH2:28][CH2:29][C:30]2[N:35]=[C:34]([NH:36]C(=O)OC(C)(C)C)[CH:33]=[CH:32][CH:31]=2)[CH2:22][CH2:21]3)=[O:16])=[CH:5][CH:4]=1.FC(F)(F)C(O)=O, predict the reaction product. The product is: [NH2:36][C:34]1[N:35]=[C:30]([CH2:29][CH2:28][N:23]2[CH2:22][CH2:21][C:20]3[C:25](=[CH:26][CH:27]=[C:18]([NH:17][C:15]([C:10]4[CH2:11][CH2:12][CH2:13][CH2:14][C:9]=4[C:6]4[CH:5]=[CH:4][C:3]([C:2]([F:44])([F:45])[F:1])=[CH:8][CH:7]=4)=[O:16])[CH:19]=3)[CH2:24]2)[CH:31]=[CH:32][CH:33]=1.